From a dataset of Reaction yield outcomes from USPTO patents with 853,638 reactions. Predict the reaction yield, written as a fraction of the theoretical maximum amount of product (1.0 means a 100% yield; for example, 0.34 means a 34% yield). (1) The reactants are CSC.B.[N+:5]([CH2:8][C:9]1([CH2:15][C:16]#[N:17])[CH2:14][CH2:13][CH2:12][CH2:11][CH2:10]1)([O-:7])=[O:6].CO.Cl. The catalyst is C1(C)C=CC=CC=1.O1CCOCC1. The product is [N+:5]([CH2:8][C:9]1([CH2:15][CH2:16][NH2:17])[CH2:14][CH2:13][CH2:12][CH2:11][CH2:10]1)([O-:7])=[O:6]. The yield is 0.470. (2) The reactants are P(Cl)(Cl)([Cl:3])=O.CN(C)C1C=CC=CC=1.[CH:15]([C:19]1[C:20](O)=[N:21][C:22]([S:26][CH3:27])=[N:23][C:24]=1[CH3:25])([CH2:17][CH3:18])[CH3:16]. The catalyst is O. The product is [CH:15]([C:19]1[C:20]([Cl:3])=[N:21][C:22]([S:26][CH3:27])=[N:23][C:24]=1[CH3:25])([CH2:17][CH3:18])[CH3:16]. The yield is 0.920. (3) The reactants are Cl[C:2]1[C:10]([N+:11]([O-:13])=[O:12])=[CH:9][C:8]([N+:14]([O-:16])=[O:15])=[CH:7][C:3]=1[C:4]([NH2:6])=[O:5].[Li+].[Br-:18].[N:19]1([CH2:22][CH2:23][OH:24])[CH2:21][CH2:20]1.O. The catalyst is CC(C)C(=O)C.CCOC(C)=O. The product is [Br:18][CH2:21][CH2:20][N:19]([CH2:22][CH2:23][OH:24])[C:2]1[C:10]([N+:11]([O-:13])=[O:12])=[CH:9][C:8]([N+:14]([O-:16])=[O:15])=[CH:7][C:3]=1[C:4]([NH2:6])=[O:5]. The yield is 0.870. (4) The reactants are Cl[CH2:2][C:3]([NH:5][CH:6]1[CH2:8][CH2:7]1)=[O:4].[Br:9][C:10]1[CH:11]=[CH:12][C:13]([F:17])=[C:14]([OH:16])[CH:15]=1.C([O-])([O-])=O.[K+].[K+]. The catalyst is CC(C)=O. The product is [Br:9][C:10]1[CH:11]=[CH:12][C:13]([F:17])=[C:14]([CH:15]=1)[O:16][CH2:2][C:3]([NH:5][CH:6]1[CH2:8][CH2:7]1)=[O:4]. The yield is 0.553.